Dataset: Catalyst prediction with 721,799 reactions and 888 catalyst types from USPTO. Task: Predict which catalyst facilitates the given reaction. (1) Reactant: [H-].[Na+].[CH3:3][C:4]1([CH3:16])[C:8]([CH3:10])([CH3:9])[O:7][B:6]([C:11]2[CH:12]=[N:13][NH:14][CH:15]=2)[O:5]1.[CH3:17][C:18]1([CH3:21])[CH2:20][O:19]1. The catalyst class is: 3. Product: [CH3:17][C:18]([OH:19])([CH3:21])[CH2:20][N:14]1[CH:15]=[C:11]([B:6]2[O:7][C:8]([CH3:9])([CH3:10])[C:4]([CH3:16])([CH3:3])[O:5]2)[CH:12]=[N:13]1. (2) Reactant: C(O[C:4]1[C:5](=[O:12])[C:6](=[O:11])[C:7]=1[O:8][CH2:9][CH3:10])C.[N:13]1[C:17]2[CH:18]=[CH:19][C:20]([NH2:22])=[CH:21][C:16]=2[NH:15][CH:14]=1. Product: [NH:13]1[C:17]2[CH:18]=[CH:19][C:20]([NH:22][C:4]3[C:5](=[O:12])[C:6](=[O:11])[C:7]=3[O:8][CH2:9][CH3:10])=[CH:21][C:16]=2[N:15]=[CH:14]1. The catalyst class is: 8. (3) Reactant: [CH3:1][C:2]1[C:10]2[C:5](=[CH:6][CH:7]=[CH:8][C:9]=2[CH2:11][NH2:12])[N:4]([CH:13]2[CH2:18][CH2:17][CH2:16][CH2:15][O:14]2)[N:3]=1.[CH3:19][C:20]([O:23][C:24](O[C:24]([O:23][C:20]([CH3:22])([CH3:21])[CH3:19])=[O:25])=[O:25])([CH3:22])[CH3:21]. Product: [CH3:1][C:2]1[C:10]2[C:5](=[CH:6][CH:7]=[CH:8][C:9]=2[CH2:11][NH:12][C:24](=[O:25])[O:23][C:20]([CH3:22])([CH3:21])[CH3:19])[N:4]([CH:13]2[CH2:18][CH2:17][CH2:16][CH2:15][O:14]2)[N:3]=1. The catalyst class is: 2. (4) Reactant: [C:1]([O:5][C:6](=[O:22])[NH:7][CH2:8][CH2:9][N:10]1[CH2:15][CH2:14][CH:13]([CH2:16][CH2:17][CH2:18][C:19](=O)[NH2:20])[CH2:12][CH2:11]1)([CH3:4])([CH3:3])[CH3:2]. Product: [C:1]([O:5][C:6](=[O:22])[NH:7][CH2:8][CH2:9][N:10]1[CH2:11][CH2:12][CH:13]([CH2:16][CH2:17][CH2:18][CH2:19][NH2:20])[CH2:14][CH2:15]1)([CH3:4])([CH3:2])[CH3:3]. The catalyst class is: 426.